Task: Regression/Classification. Given a drug SMILES string, predict its absorption, distribution, metabolism, or excretion properties. Task type varies by dataset: regression for continuous measurements (e.g., permeability, clearance, half-life) or binary classification for categorical outcomes (e.g., BBB penetration, CYP inhibition). For this dataset (solubility_aqsoldb), we predict Y.. Dataset: Aqueous solubility values for 9,982 compounds from the AqSolDB database The compound is CC(F)F. The Y is -1.31 log mol/L.